Task: Predict the product of the given reaction.. Dataset: Forward reaction prediction with 1.9M reactions from USPTO patents (1976-2016) (1) Given the reactants [CH2:1]([C:5]1([CH3:29])[C:14]2[C:9](=[CH:10][CH:11]=[CH:12][CH:13]=2)[C:8]([OH:15])=[C:7]([C:16]2[NH:21][C:20]3[CH:22]=[CH:23][CH:24]=[CH:25][C:19]=3[S:18](=[O:27])(=[O:26])[N:17]=2)[C:6]1=[O:28])[CH2:2][CH2:3][CH3:4].[OH-].[Na+:31], predict the reaction product. The product is: [CH2:1]([C:5]1([CH3:29])[C:14]2[C:9](=[CH:10][CH:11]=[CH:12][CH:13]=2)[C:8]([O-:15])=[C:7]([C:16]2[NH:21][C:20]3[CH:22]=[CH:23][CH:24]=[CH:25][C:19]=3[S:18](=[O:26])(=[O:27])[N:17]=2)[C:6]1=[O:28])[CH2:2][CH2:3][CH3:4].[Na+:31]. (2) Given the reactants [N+:1]([C:4]1[CH:5]=[C:6]([CH:10]=[CH:11][CH:12]=1)[C:7](Cl)=[O:8])([O-])=O.C(NC(C)C)(C)C.[N:20]1([CH2:25][CH2:26][NH2:27])[CH2:24][CH2:23][CH2:22][CH2:21]1, predict the reaction product. The product is: [NH2:1][C:4]1[CH:5]=[C:6]([CH:10]=[CH:11][CH:12]=1)[C:7]([NH:27][CH2:26][CH2:25][N:20]1[CH2:24][CH2:23][CH2:22][CH2:21]1)=[O:8].